This data is from Full USPTO retrosynthesis dataset with 1.9M reactions from patents (1976-2016). The task is: Predict the reactants needed to synthesize the given product. (1) Given the product [Cl:1][C:2]1[S:3][C:4]([C:10]2[CH:15]=[CH:14][CH:13]=[CH:12][CH:11]=2)=[CH:5][C:6]=1[C:7]([N:23]1[CH2:24][CH2:25][CH2:26][O:20][CH2:21][CH2:22]1)=[O:9], predict the reactants needed to synthesize it. The reactants are: [Cl:1][C:2]1[S:3][C:4]([C:10]2[CH:15]=[CH:14][CH:13]=[CH:12][CH:11]=2)=[CH:5][C:6]=1[C:7]([OH:9])=O.C(Cl)CCl.[O:20]1[CH2:26][CH2:25][CH2:24][NH:23][CH2:22][CH2:21]1.O. (2) Given the product [C:25]([O:28][C:29]1[CH:34]=[CH:33][CH:32]=[CH:31][C:30]=1[CH2:35][N:15]1[C:14](=[O:17])[N:11]2[N:12]=[CH:13][C:8]([C:5]3[CH:6]=[CH:7][C:2]([Cl:1])=[CH:3][CH:4]=3)=[C:9]([C:18]3[CH:23]=[CH:22][C:21]([Cl:24])=[CH:20][CH:19]=3)[C:10]2=[N:16]1)(=[O:27])[CH3:26], predict the reactants needed to synthesize it. The reactants are: [Cl:1][C:2]1[CH:7]=[CH:6][C:5]([C:8]2[CH:13]=[N:12][N:11]3[C:14](=[O:17])[NH:15][N:16]=[C:10]3[C:9]=2[C:18]2[CH:23]=[CH:22][C:21]([Cl:24])=[CH:20][CH:19]=2)=[CH:4][CH:3]=1.[C:25]([O:28][C:29]1[CH:34]=[CH:33][CH:32]=[CH:31][C:30]=1[CH2:35]Cl)(=[O:27])[CH3:26].C([O-])([O-])=O.[K+].[K+]. (3) The reactants are: [Br:1][C:2]1[CH:3]=[C:4](/[CH:7]=[CH:8]/[C:9]([O:11][CH2:12][CH3:13])=[O:10])[NH:5][CH:6]=1.[CH3:14][C@@H:15]1[CH2:19][CH2:18][CH2:17][C@H:16]1O.C(P(CCCC)(CCCC)=CC#N)CCC. Given the product [Br:1][C:2]1[CH:3]=[C:4](/[CH:7]=[CH:8]/[C:9]([O:11][CH2:12][CH3:13])=[O:10])[N:5]([C@@H:16]2[CH2:17][CH2:18][CH2:19][C@@H:15]2[CH3:14])[CH:6]=1, predict the reactants needed to synthesize it. (4) Given the product [F:21][C:18]1[CH:19]=[CH:20][C:15]([N:12]2[C:8]3=[CH:9][N:10]=[N:11][C:6]([C:4]([OH:5])=[O:3])=[C:7]3[CH:14]=[N:13]2)=[CH:16][CH:17]=1, predict the reactants needed to synthesize it. The reactants are: C([O:3][C:4]([C:6]1[N:11]=[N:10][CH:9]=[C:8]2[N:12]([C:15]3[CH:20]=[CH:19][C:18]([F:21])=[CH:17][CH:16]=3)[N:13]=[CH:14][C:7]=12)=[O:5])C. (5) The reactants are: Cl[C:2]1[N:7]=[C:6]([N:8]([CH:19]2[CH2:24][C:23]([CH3:26])([CH3:25])[NH:22][C:21]([CH3:28])([CH3:27])[CH2:20]2)[CH:9]2[CH2:14][C:13]([CH3:16])([CH3:15])[NH:12][C:11]([CH3:18])([CH3:17])[CH2:10]2)[N:5]=[C:4]([N:29]([CH:40]2[CH2:45][C:44]([CH3:47])([CH3:46])[NH:43][C:42]([CH3:49])([CH3:48])[CH2:41]2)[CH:30]2[CH2:35][C:34]([CH3:37])([CH3:36])[NH:33][C:32]([CH3:39])([CH3:38])[CH2:31]2)[N:3]=1.[CH3:50][NH2:51]. Given the product [CH3:50][NH:51][C:2]1[N:7]=[C:6]([N:8]([CH:19]2[CH2:24][C:23]([CH3:26])([CH3:25])[NH:22][C:21]([CH3:28])([CH3:27])[CH2:20]2)[CH:9]2[CH2:10][C:11]([CH3:17])([CH3:18])[NH:12][C:13]([CH3:15])([CH3:16])[CH2:14]2)[N:5]=[C:4]([N:29]([CH:40]2[CH2:45][C:44]([CH3:46])([CH3:47])[NH:43][C:42]([CH3:49])([CH3:48])[CH2:41]2)[CH:30]2[CH2:35][C:34]([CH3:37])([CH3:36])[NH:33][C:32]([CH3:39])([CH3:38])[CH2:31]2)[N:3]=1, predict the reactants needed to synthesize it. (6) Given the product [CH3:10][C:8]1[NH:12][C:11](=[S:13])[S:14][C:2]=1[C:3]([O:5][CH2:6][CH3:7])=[O:4], predict the reactants needed to synthesize it. The reactants are: Cl[CH:2]([C:8]([CH3:10])=O)[C:3]([O:5][CH2:6][CH3:7])=[O:4].[C:11](=[S:14])([S-:13])[NH2:12].[NH4+]. (7) Given the product [ClH:1].[F:17][C:18]([F:26])([F:27])[C:19]1[CH:24]=[CH:23][C:22]([O:25][CH2:2][C:3]2[N:4]=[C:5]([CH2:8][NH2:9])[S:6][CH:7]=2)=[CH:21][CH:20]=1, predict the reactants needed to synthesize it. The reactants are: [Cl:1][CH2:2][C:3]1[N:4]=[C:5]([CH2:8][NH:9]C(=O)OC(C)(C)C)[S:6][CH:7]=1.[F:17][C:18]([F:27])([F:26])[C:19]1[CH:24]=[CH:23][C:22]([OH:25])=[CH:21][CH:20]=1.C(=O)([O-])[O-].[K+].[K+].CC(C)=O.